From a dataset of CYP2D6 inhibition data for predicting drug metabolism from PubChem BioAssay. Regression/Classification. Given a drug SMILES string, predict its absorption, distribution, metabolism, or excretion properties. Task type varies by dataset: regression for continuous measurements (e.g., permeability, clearance, half-life) or binary classification for categorical outcomes (e.g., BBB penetration, CYP inhibition). Dataset: cyp2d6_veith. (1) The drug is N[C@H](CO)C(=O)NCC(=O)O. The result is 0 (non-inhibitor). (2) The drug is CCOC(=O)N1CCN(C(=O)c2cc(-c3ccc(F)cc3)[nH]c2C)CC1. The result is 0 (non-inhibitor). (3) The drug is Cc1cc(C(=O)OCC(=O)NCCCN2CCCC2=O)c2ccccc2n1. The result is 0 (non-inhibitor). (4) The compound is O=S(=O)(c1ccccc1)N1CCCC1c1nc2ccccc2s1. The result is 0 (non-inhibitor). (5) The molecule is c1ccc(Oc2cc(-c3ccccc3)ncn2)cc1. The result is 0 (non-inhibitor).